From a dataset of Catalyst prediction with 721,799 reactions and 888 catalyst types from USPTO. Predict which catalyst facilitates the given reaction. Reactant: [CH2:1]([N:4]1[CH2:13][CH:12]2[C:14]3[CH:15]=[CH:16][C:17]([O:23]C)=[C:18]([O:21]C)[C:19]=3[O:20][C:10]3[C:11]2=[C:6]([CH:7]=[CH:8][CH:9]=3)[CH2:5]1)[CH2:2][CH3:3].B(Br)(Br)Br.CO. Product: [CH2:1]([N:4]1[CH2:13][CH:12]2[C:14]3[CH:15]=[CH:16][C:17]([OH:23])=[C:18]([OH:21])[C:19]=3[O:20][C:10]3[C:11]2=[C:6]([CH:7]=[CH:8][CH:9]=3)[CH2:5]1)[CH2:2][CH3:3]. The catalyst class is: 4.